This data is from Experimentally validated miRNA-target interactions with 360,000+ pairs, plus equal number of negative samples. The task is: Binary Classification. Given a miRNA mature sequence and a target amino acid sequence, predict their likelihood of interaction. The miRNA is hsa-miR-4505 with sequence AGGCUGGGCUGGGACGGA. The protein sequence of the target gene is MEKQKPFTLFVPPRLSSSQVSAVKPQTAGGDSNYFKTANKCTEGDFGVPFTMSSRENIDKDPAFQKLSILPMLEQVANSGSCHYQEGVNDSDFENSEPMSRLYSKLYKEAEKIKKWKVSIESELKQKENKLQENRKIIEAQRKAIQELQFENEKVSLKLEEEIQENKDLIKENNATIHWCNLLKETCARSAEKTNKYEYEREETRQVYVDLNSNIEKMILAFEELRVQAENARLEMHFKLKEDHEKIQHLEEEYQKEVNNKENQVSELLIQSAEKENKMKDLTFLLEESRDKANQLEEKT.... Result: 0 (no interaction).